From a dataset of Reaction yield outcomes from USPTO patents with 853,638 reactions. Predict the reaction yield, written as a fraction of the theoretical maximum amount of product (1.0 means a 100% yield; for example, 0.34 means a 34% yield). (1) The reactants are [Br:1][C:2]1[CH:11]=[CH:10][CH:9]=[C:8]2[C:3]=1[CH:4]=[CH:5][N+:6]([O-])=[CH:7]2.O=P(Cl)(Cl)[Cl:15]. The catalyst is C(Cl)Cl. The product is [Br:1][C:2]1[CH:11]=[CH:10][CH:9]=[C:8]2[C:3]=1[CH:4]=[CH:5][N:6]=[C:7]2[Cl:15]. The yield is 0.740. (2) The reactants are C(OC([NH:11][N:12]([C:19](=[O:28])[C:20]1[CH:25]=[C:24]([CH3:26])[CH:23]=[C:22]([CH3:27])[CH:21]=1)[C:13]([CH3:18])([CH3:17])[CH2:14][O:15][CH3:16])=O)C1C=CC=CC=1.COC.C(Cl)Cl.[SiH](CC)(CC)CC.CCN(CC)CC. The catalyst is C([O-])(=O)C.[Pd+2].C([O-])(=O)C.CCCCCC.C(OCC)(=O)C. The product is [CH3:16][O:15][CH2:14][C:13]([N:12]([C:19](=[O:28])[C:20]1[CH:21]=[C:22]([CH3:27])[CH:23]=[C:24]([CH3:26])[CH:25]=1)[NH2:11])([CH3:18])[CH3:17]. The yield is 0.800.